This data is from Catalyst prediction with 721,799 reactions and 888 catalyst types from USPTO. The task is: Predict which catalyst facilitates the given reaction. (1) Reactant: [C:1]([O:5][C:6]([N:8]1[CH2:16][C:15]2[C:10](=[CH:11][CH:12]=[C:13](I)[CH:14]=2)[CH2:9]1)=[O:7])([CH3:4])([CH3:3])[CH3:2].C(=O)([O-])[O-].[K+].[K+].N[C@@H]1CCCC[C@H]1N.[NH:32]1[CH2:36][CH2:35][CH2:34][C:33]1=[O:37]. Product: [C:1]([O:5][C:6]([N:8]1[CH2:16][C:15]2[C:10](=[CH:11][CH:12]=[C:13]([N:32]3[CH2:36][CH2:35][CH2:34][C:33]3=[O:37])[CH:14]=2)[CH2:9]1)=[O:7])([CH3:4])([CH3:3])[CH3:2]. The catalyst class is: 185. (2) Reactant: [C:1](=[O:4])([O-])[O-].[K+].[K+].[Br:7][C:8]1[C:9]([F:16])=[C:10](O)[C:11]([Cl:14])=[CH:12][CH:13]=1.CI. Product: [Br:7][C:8]1[CH:13]=[CH:12][C:11]([Cl:14])=[C:10]([O:4][CH3:1])[C:9]=1[F:16]. The catalyst class is: 10. (3) Reactant: [O:1]=[C:2]1[NH:10][C:5]2=[N:6][CH:7]=[CH:8][CH:9]=[C:4]2[N:3]1[CH:11]1[CH2:16][CH2:15][N:14]([C:17]2[N:22]=[CH:21][N:20]=[C:19]([C:23]([OH:25])=O)[CH:18]=2)[CH2:13][CH2:12]1.[F:26][C:27]1[CH:28]=[C:29]2[C:33](=[CH:34][CH:35]=1)[NH:32][CH2:31][CH2:30]2.CN(C(ON1N=NC2C=CC=CC1=2)=[N+](C)C)C.[B-](F)(F)(F)F.C(N(CC)CC)C. Product: [F:26][C:27]1[CH:28]=[C:29]2[C:33](=[CH:34][CH:35]=1)[N:32]([C:23]([C:19]1[N:20]=[CH:21][N:22]=[C:17]([N:14]3[CH2:15][CH2:16][CH:11]([N:3]4[C:4]5[C:5](=[N:6][CH:7]=[CH:8][CH:9]=5)[NH:10][C:2]4=[O:1])[CH2:12][CH2:13]3)[CH:18]=1)=[O:25])[CH2:31][CH2:30]2. The catalyst class is: 3. (4) Reactant: [H-].[Na+].[OH:3][C:4]1[CH:11]=[CH:10][C:7]([CH:8]=[O:9])=[CH:6][CH:5]=1.Br[CH2:13][CH2:14][CH2:15][Cl:16]. Product: [Cl:16][CH2:15][CH2:14][CH2:13][O:3][C:4]1[CH:11]=[CH:10][C:7]([CH:8]=[O:9])=[CH:6][CH:5]=1. The catalyst class is: 9.